Dataset: Full USPTO retrosynthesis dataset with 1.9M reactions from patents (1976-2016). Task: Predict the reactants needed to synthesize the given product. (1) Given the product [CH2:1]([NH:8][C:9]1[C:10]2[C:18]([C:19]#[N:20])=[CH:17][NH:16][C:11]=2[N:12]=[C:13]([NH:31][C:32]2[CH:33]=[C:34]3[C:39](=[CH:40][CH:41]=2)[N:38]([CH3:42])[C:37](=[O:43])[CH2:36][CH2:35]3)[N:14]=1)[C:2]1[CH:3]=[CH:4][CH:5]=[CH:6][CH:7]=1, predict the reactants needed to synthesize it. The reactants are: [CH2:1]([NH:8][C:9]1[C:10]2[C:18]([C:19]#[N:20])=[CH:17][N:16](S(C3C=CC(C)=CC=3)(=O)=O)[C:11]=2[N:12]=[C:13](Cl)[N:14]=1)[C:2]1[CH:7]=[CH:6][CH:5]=[CH:4][CH:3]=1.[NH2:31][C:32]1[CH:33]=[C:34]2[C:39](=[CH:40][CH:41]=1)[N:38]([CH3:42])[C:37](=[O:43])[CH2:36][CH2:35]2.C[Si](Cl)(C)C. (2) Given the product [CH3:16][O:15][CH2:14][CH2:13][O:1][C:2]1[CH:6]=[C:5]([C:7]([O:9][CH3:10])=[O:8])[N:4]([CH3:11])[N:3]=1, predict the reactants needed to synthesize it. The reactants are: [OH:1][C:2]1[CH:6]=[C:5]([C:7]([O:9][CH3:10])=[O:8])[N:4]([CH3:11])[N:3]=1.Br[CH2:13][CH2:14][O:15][CH3:16].C(=O)([O-])[O-].[K+].[K+]. (3) Given the product [C:26]([O:25][C:23]([N:20]1[CH2:19][CH2:18][CH:17](/[CH:16]=[CH:15]/[C:11]2[C:10]([CH3:30])=[CH:9][C:8]([C:6]([OH:7])=[O:5])=[CH:13][C:12]=2[CH3:14])[CH2:22][CH2:21]1)=[O:24])([CH3:29])([CH3:28])[CH3:27], predict the reactants needed to synthesize it. The reactants are: C([O:5][C:6]([C:8]1[CH:13]=[C:12]([CH3:14])[C:11](/[CH:15]=[CH:16]/[CH:17]2[CH2:22][CH2:21][N:20]([C:23]([O:25][C:26]([CH3:29])([CH3:28])[CH3:27])=[O:24])[CH2:19][CH2:18]2)=[C:10]([CH3:30])[CH:9]=1)=[O:7])CCC.O1CCCC1. (4) Given the product [N:1]1[N:2]=[CH:3][N:4]2[CH2:9][CH2:8][N:7]([CH2:11][CH2:12][CH2:13][O:14][C:15]3[CH:16]=[C:17]4[C:22](=[CH:23][C:24]=3[O:25][CH3:26])[N:21]=[CH:20][N:19]=[C:18]4[NH:27][C:28]3[CH:29]=[CH:30][C:31]([F:34])=[CH:32][CH:33]=3)[CH2:6][C:5]=12, predict the reactants needed to synthesize it. The reactants are: [N:1]1[N:2]=[CH:3][N:4]2[CH2:9][CH2:8][NH:7][CH2:6][C:5]=12.Cl[CH2:11][CH2:12][CH2:13][O:14][C:15]1[CH:16]=[C:17]2[C:22](=[CH:23][C:24]=1[O:25][CH3:26])[N:21]=[CH:20][N:19]=[C:18]2[NH:27][C:28]1[CH:33]=[CH:32][C:31]([F:34])=[CH:30][CH:29]=1.C(Cl)Cl. (5) The reactants are: [CH3:1][O:2][C:3]([C:5]1[N:6]([C:18]2[CH:23]=[CH:22][CH:21]=[CH:20][CH:19]=2)[C:7]2[C:12]([C:13](=[O:16])[C:14]=1[CH3:15])=[CH:11][CH:10]=[C:9]([Cl:17])[CH:8]=2)=[O:4].[Br:24]N1C(=O)CCC1=O.C(OOC(=O)C1C=CC=CC=1)(=O)C1C=CC=CC=1. Given the product [CH3:1][O:2][C:3]([C:5]1[N:6]([C:18]2[CH:23]=[CH:22][CH:21]=[CH:20][CH:19]=2)[C:7]2[C:12]([C:13](=[O:16])[C:14]=1[CH2:15][Br:24])=[CH:11][CH:10]=[C:9]([Cl:17])[CH:8]=2)=[O:4], predict the reactants needed to synthesize it. (6) Given the product [Cl:8][C:6]1[CH:7]=[C:2]([NH:30][C:27]2[CH:28]=[CH:29][N:25]([CH:22]([CH3:24])[CH3:23])[N:26]=2)[C:3]2[N:4]([C:9]([C:12]([NH:14][C:15]3[CH:20]=[CH:19][N:18]=[CH:17][C:16]=3[F:21])=[O:13])=[CH:10][N:11]=2)[N:5]=1, predict the reactants needed to synthesize it. The reactants are: Br[C:2]1[C:3]2[N:4]([C:9]([C:12]([NH:14][C:15]3[CH:20]=[CH:19][N:18]=[CH:17][C:16]=3[F:21])=[O:13])=[CH:10][N:11]=2)[N:5]=[C:6]([Cl:8])[CH:7]=1.[CH:22]([N:25]1[CH:29]=[CH:28][C:27]([NH2:30])=[N:26]1)([CH3:24])[CH3:23].C([O-])([O-])=O.[Cs+].[Cs+]. (7) Given the product [CH2:9]([NH:8][C:5](=[C:2]([N:1]=[CH:21][C:22]1[CH:27]=[CH:26][CH:25]=[CH:24][CH:23]=1)[C:3]#[N:4])[C:6]#[N:7])[C:10]1[CH:15]=[CH:14][CH:13]=[CH:12][CH:11]=1, predict the reactants needed to synthesize it. The reactants are: [NH2:1][C:2](=[C:5]([NH:8][CH2:9][C:10]1[CH:15]=[CH:14][CH:13]=[CH:12][CH:11]=1)[C:6]#[N:7])[C:3]#[N:4].S(=O)(=O)(O)O.[CH:21](=O)[C:22]1[CH:27]=[CH:26][CH:25]=[CH:24][CH:23]=1. (8) Given the product [C:35]([O:34][C:30](=[O:33])[CH2:31][CH2:32][N:21]1[CH2:20][CH2:19][C:18]2[C:23](=[CH:24][CH:25]=[CH:26][C:17]=2[C:14]2[N:13]=[C:12]([C:9]3[CH:10]=[C:11]4[C:6](=[CH:7][CH:8]=3)[N:5]([CH:27]([CH3:29])[CH3:28])[N:4]=[C:3]4[Cl:2])[O:16][N:15]=2)[CH2:22]1)([CH3:38])([CH3:37])[CH3:36], predict the reactants needed to synthesize it. The reactants are: Cl.[Cl:2][C:3]1[C:11]2[C:6](=[CH:7][CH:8]=[C:9]([C:12]3[O:16][N:15]=[C:14]([C:17]4[CH:26]=[CH:25][CH:24]=[C:23]5[C:18]=4[CH2:19][CH2:20][NH:21][CH2:22]5)[N:13]=3)[CH:10]=2)[N:5]([CH:27]([CH3:29])[CH3:28])[N:4]=1.[C:30]([O:34][C:35]([CH3:38])([CH3:37])[CH3:36])(=[O:33])[CH:31]=[CH2:32].